This data is from NCI-60 drug combinations with 297,098 pairs across 59 cell lines. The task is: Regression. Given two drug SMILES strings and cell line genomic features, predict the synergy score measuring deviation from expected non-interaction effect. Drug 1: CN1C2=C(C=C(C=C2)N(CCCl)CCCl)N=C1CCCC(=O)O.Cl. Drug 2: CS(=O)(=O)OCCCCOS(=O)(=O)C. Cell line: DU-145. Synergy scores: CSS=-1.62, Synergy_ZIP=2.42, Synergy_Bliss=3.04, Synergy_Loewe=-2.64, Synergy_HSA=-2.01.